From a dataset of TCR-epitope binding with 47,182 pairs between 192 epitopes and 23,139 TCRs. Binary Classification. Given a T-cell receptor sequence (or CDR3 region) and an epitope sequence, predict whether binding occurs between them. (1) The epitope is KLPDDFTGCV. The TCR CDR3 sequence is CASSETPTGASYEQYF. Result: 1 (the TCR binds to the epitope). (2) Result: 0 (the TCR does not bind to the epitope). The epitope is TPRVTGGGAM. The TCR CDR3 sequence is CSVGGASGMSYNEQFF.